The task is: Predict the reaction yield, written as a fraction of the theoretical maximum amount of product (1.0 means a 100% yield; for example, 0.34 means a 34% yield).. This data is from Reaction yield outcomes from USPTO patents with 853,638 reactions. (1) The reactants are [NH:1]1[C:9]2[C:4](=[CH:5][C:6]([NH:10][C:11]3[C:12]4[C:19]5[CH2:20][CH2:21][CH:22](C(OCC)=O)[CH2:23][C:18]=5[S:17][C:13]=4[N:14]=[CH:15][N:16]=3)=[CH:7][CH:8]=2)[CH:3]=[N:2]1.O1C[CH2:32][CH2:31][CH2:30]1.C[Li].[OH2:36]. No catalyst specified. The product is [NH:1]1[C:9]2[C:4](=[CH:5][C:6]([NH:10][C:11]3[C:12]4[C:19]5[CH2:20][CH2:21][CH:22]([C:31]([OH:36])([CH3:32])[CH3:30])[CH2:23][C:18]=5[S:17][C:13]=4[N:14]=[CH:15][N:16]=3)=[CH:7][CH:8]=2)[CH:3]=[N:2]1. The yield is 0.390. (2) The reactants are [CH3:1][O:2][C:3](=[O:15])[C:4]1[CH:9]=[CH:8][C:7]([C:10]([F:13])([F:12])[F:11])=[CH:6][C:5]=1[NH2:14].[I:16]I. The catalyst is CCO.S([O-])([O-])(=O)=O.[Ag+2]. The product is [CH3:1][O:2][C:3](=[O:15])[C:4]1[CH:9]=[C:8]([I:16])[C:7]([C:10]([F:13])([F:12])[F:11])=[CH:6][C:5]=1[NH2:14]. The yield is 0.830.